Dataset: Reaction yield outcomes from USPTO patents with 853,638 reactions. Task: Predict the reaction yield, written as a fraction of the theoretical maximum amount of product (1.0 means a 100% yield; for example, 0.34 means a 34% yield). (1) The reactants are Br[C:2]1[C:3]([Cl:9])=[CH:4][C:5]([Cl:8])=[N:6][CH:7]=1.[O-]P([O-])([O-])=O.[K+].[K+].[K+].[CH:18]1(B(O)O)[CH2:20][CH2:19]1.C1(P(C2CCCCC2)C2CCCCC2)CCCCC1. The catalyst is C1(C)C=CC=CC=1.O.C([O-])(=O)C.[Pd+2].C([O-])(=O)C. The product is [Cl:8][C:5]1[CH:4]=[C:3]([Cl:9])[C:2]([CH:18]2[CH2:20][CH2:19]2)=[CH:7][N:6]=1. The yield is 0.610. (2) The reactants are COC1C=CC(C(C2C=CC(OC)=C(OC)C=2)=[CH:10][C:11]#[N:12])=CC=1[N+]([O-])=O.[CH3:26][O:27][C:28]1[CH:29]=[C:30]([C:37]([C:39]2[CH:44]=[C:43]([O:45][CH3:46])[C:42]([O:47][CH3:48])=[C:41]([O:49][CH3:50])[CH:40]=2)=O)[CH:31]=[CH:32][C:33]=1[N+:34]([O-:36])=[O:35].C[Si]([N-][Si](C)(C)C)(C)C.[Li+]. No catalyst specified. The product is [CH3:26][O:27][C:28]1[CH:29]=[C:30]([C:37]([C:39]2[CH:44]=[C:43]([O:45][CH3:46])[C:42]([O:47][CH3:48])=[C:41]([O:49][CH3:50])[CH:40]=2)=[CH:10][C:11]#[N:12])[CH:31]=[CH:32][C:33]=1[N+:34]([O-:36])=[O:35]. The yield is 0.700. (3) The reactants are CS(O[CH:6]([C:25]1[CH:30]=[CH:29][C:28]([Cl:31])=[C:27]([N+:32]([O-:34])=[O:33])[CH:26]=1)[CH2:7][CH2:8][CH:9](OS(C)(=O)=O)[C:10]1[CH:15]=[CH:14][C:13]([Cl:16])=[C:12]([N+:17]([O-:19])=[O:18])[CH:11]=1)(=O)=O.[F:35][C:36]1[CH:42]=[CH:41][C:39]([NH2:40])=[CH:38][CH:37]=1. The catalyst is O. The product is [Cl:16][C:13]1[CH:14]=[CH:15][C:10]([CH:9]2[CH2:8][CH2:7][CH:6]([C:25]3[CH:30]=[CH:29][C:28]([Cl:31])=[C:27]([N+:32]([O-:34])=[O:33])[CH:26]=3)[N:40]2[C:39]2[CH:41]=[CH:42][C:36]([F:35])=[CH:37][CH:38]=2)=[CH:11][C:12]=1[N+:17]([O-:19])=[O:18]. The yield is 0.240. (4) The catalyst is ClCCl. The product is [CH2:1]([O:8][C@@H:9]1[CH2:14][CH2:13][CH2:12][C@H:11]([O:15][C:16]2[C:21]([F:22])=[CH:20][C:19]([S:23]([NH:26][C:27]3[CH:32]=[CH:31][N:30]=[CH:29][N:28]=3)(=[O:24])=[O:25])=[C:18]([F:44])[CH:17]=2)[C@H:10]1[C:45]1[N:49]([CH3:50])[N:48]=[CH:47][CH:46]=1)[C:2]1[CH:7]=[CH:6][CH:5]=[CH:4][CH:3]=1. The yield is 0.970. The reactants are [CH2:1]([O:8][C@@H:9]1[CH2:14][CH2:13][CH2:12][C@H:11]([O:15][C:16]2[C:21]([F:22])=[CH:20][C:19]([S:23]([N:26](CC3C=CC(OC)=CC=3OC)[C:27]3[CH:32]=[CH:31][N:30]=[CH:29][N:28]=3)(=[O:25])=[O:24])=[C:18]([F:44])[CH:17]=2)[C@H:10]1[C:45]1[N:49]([CH3:50])[N:48]=[CH:47][CH:46]=1)[C:2]1[CH:7]=[CH:6][CH:5]=[CH:4][CH:3]=1.C([SiH](CC)CC)C.FC(F)(F)C(O)=O.